From a dataset of Forward reaction prediction with 1.9M reactions from USPTO patents (1976-2016). Predict the product of the given reaction. (1) Given the reactants [I:1][C:2]1[CH:3]=[C:4]([CH:6]=[C:7]([I:10])[C:8]=1[I:9])[NH2:5].O.[N:12]([O-])=O.[Na+].O.O.Cl[Sn]Cl, predict the reaction product. The product is: [I:1][C:2]1[CH:3]=[C:4]([NH:5][NH2:12])[CH:6]=[C:7]([I:10])[C:8]=1[I:9]. (2) Given the reactants [Br:1][C:2]1[CH:7]=[CH:6][C:5]([N:8]([CH2:16][C:17]2[CH:22]=[CH:21][C:20]([O:23][CH3:24])=[CH:19][CH:18]=2)[CH2:9][CH2:10][CH2:11][CH2:12][C:13]([OH:15])=[O:14])=[C:4]([CH:25]=[O:26])[CH:3]=1.[C:27](=O)([O-])[O-].[K+].[K+].IC.O, predict the reaction product. The product is: [Br:1][C:2]1[CH:7]=[CH:6][C:5]([N:8]([CH2:16][C:17]2[CH:18]=[CH:19][C:20]([O:23][CH3:24])=[CH:21][CH:22]=2)[CH2:9][CH2:10][CH2:11][CH2:12][C:13]([O:15][CH3:27])=[O:14])=[C:4]([CH:25]=[O:26])[CH:3]=1. (3) Given the reactants [Na+].[Na+].[O:3]=[C:4]([CH2:8][CH2:9][C:10]([O-:12])=[O:11])[C:5]([O-:7])=[O:6].[Br-].[C:14]1([S+:20]([C:27]2[CH:32]=[CH:31][CH:30]=[CH:29][CH:28]=2)[C:21]2[CH:26]=[CH:25][CH:24]=[CH:23][CH:22]=2)[CH:19]=[CH:18][CH:17]=[CH:16][CH:15]=1, predict the reaction product. The product is: [O:3]=[C:4]([CH2:8][CH2:9][C:10]([OH:12])=[O:11])[C:5]([OH:7])=[O:6].[C:27]1([S+:20]([C:14]2[CH:15]=[CH:16][CH:17]=[CH:18][CH:19]=2)[C:21]2[CH:26]=[CH:25][CH:24]=[CH:23][CH:22]=2)[CH:28]=[CH:29][CH:30]=[CH:31][CH:32]=1.[C:27]1([S+:20]([C:14]2[CH:15]=[CH:16][CH:17]=[CH:18][CH:19]=2)[C:21]2[CH:26]=[CH:25][CH:24]=[CH:23][CH:22]=2)[CH:28]=[CH:29][CH:30]=[CH:31][CH:32]=1. (4) Given the reactants [C:1]([CH2:5][C@@H:6]1[C:12](=[O:13])[N:11]([CH3:14])[CH2:10][C:9]2[CH:15]=[C:16]([C:19]([OH:21])=O)[CH:17]=[CH:18][C:8]=2[NH:7]1)([O:3][CH3:4])=[O:2].[CH3:22][N:23]1[C:31]2[C:26](=[CH:27][CH:28]=[CH:29][CH:30]=2)[CH:25]=[C:24]1[CH2:32][NH:33][CH3:34].C1C=CC2N(O)N=NC=2C=1.CCN(C(C)C)C(C)C.C(Cl)CCl, predict the reaction product. The product is: [C:1]([CH2:5][C@@H:6]1[C:12](=[O:13])[N:11]([CH3:14])[CH2:10][C:9]2[CH:15]=[C:16]([C:19]([N:33]([CH3:34])[CH2:32][C:24]3[N:23]([CH3:22])[C:31]4[C:26]([CH:25]=3)=[CH:27][CH:28]=[CH:29][CH:30]=4)=[O:21])[CH:17]=[CH:18][C:8]=2[NH:7]1)([O:3][CH3:4])=[O:2]. (5) Given the reactants [Cl:1][C:2]1[C:7]([F:8])=[CH:6][CH:5]=[C:4]([Cl:9])[C:3]=1[C@H:10]([O:12][C:13]1[C:14]2[O:22][CH:21]=[C:20]([C:23]3[CH2:24][CH2:25][NH:26][CH2:27][CH:28]=3)[C:15]=2[CH:16]=[N:17][C:18]=1[NH2:19])[CH3:11], predict the reaction product. The product is: [Cl:1][C:2]1[C:7]([F:8])=[CH:6][CH:5]=[C:4]([Cl:9])[C:3]=1[C@H:10]([O:12][C:13]1[C:14]2[O:22][CH:21]=[C:20]([CH:23]3[CH2:24][CH2:25][NH:26][CH2:27][CH2:28]3)[C:15]=2[CH:16]=[N:17][C:18]=1[NH2:19])[CH3:11].